This data is from Full USPTO retrosynthesis dataset with 1.9M reactions from patents (1976-2016). The task is: Predict the reactants needed to synthesize the given product. (1) Given the product [CH2:16]([O:19][C:20]1[CH:25]=[N:24][CH:23]=[C:22]([N:13]2[CH:14]=[C:10]([C:9]#[C:8][C:4]3[CH:5]=[CH:6][CH:7]=[C:2]([Cl:1])[CH:3]=3)[N:11]=[C:12]2[CH3:15])[N:21]=1)[CH:17]=[CH2:18], predict the reactants needed to synthesize it. The reactants are: [Cl:1][C:2]1[CH:3]=[C:4]([C:8]#[C:9][C:10]2[N:11]=[C:12]([CH3:15])[NH:13][CH:14]=2)[CH:5]=[CH:6][CH:7]=1.[CH2:16]([O:19][C:20]1[CH:25]=[N:24][CH:23]=[C:22](Cl)[N:21]=1)[CH:17]=[CH2:18]. (2) Given the product [Br:1][C:2]1[CH:9]=[CH:8][C:5]([CH:6]2[CH2:11][O:7]2)=[CH:4][CH:3]=1, predict the reactants needed to synthesize it. The reactants are: [Br:1][C:2]1[CH:9]=[CH:8][C:5]([CH:6]=[O:7])=[CH:4][CH:3]=1.[I-].[CH3:11][S+](C)C.O.[OH-].[K+].